This data is from Full USPTO retrosynthesis dataset with 1.9M reactions from patents (1976-2016). The task is: Predict the reactants needed to synthesize the given product. (1) Given the product [Br:1][C:2]1[N:3]=[C:4]([N:11]([C:12]2[CH:13]=[CH:14][C:15]([N:18]3[CH2:23][CH2:22][N:21]([CH:24]4[CH2:27][O:26][CH2:25]4)[CH2:20][CH2:19]3)=[CH:16][CH:17]=2)[C:28](=[O:29])[O:30][C:31]([CH3:34])([CH3:33])[CH3:32])[C:5]2[N:6]([CH:8]=[CH:9][N:10]=2)[CH:7]=1, predict the reactants needed to synthesize it. The reactants are: [Br:1][C:2]1[N:3]=[C:4]([NH:11][C:12]2[CH:17]=[CH:16][C:15]([N:18]3[CH2:23][CH2:22][N:21]([CH:24]4[CH2:27][O:26][CH2:25]4)[CH2:20][CH2:19]3)=[CH:14][CH:13]=2)[C:5]2[N:6]([CH:8]=[CH:9][N:10]=2)[CH:7]=1.[C:28](O[C:28]([O:30][C:31]([CH3:34])([CH3:33])[CH3:32])=[O:29])([O:30][C:31]([CH3:34])([CH3:33])[CH3:32])=[O:29]. (2) Given the product [Br:6][CH2:7][C:8]([N:1]1[CH2:5][CH2:4][CH2:3][CH2:2]1)=[O:9], predict the reactants needed to synthesize it. The reactants are: [NH:1]1[CH2:5][CH2:4][CH2:3][CH2:2]1.[Br:6][CH2:7][C:8](Br)=[O:9].C(N(CC)CC)C.